Predict the reactants needed to synthesize the given product. From a dataset of Full USPTO retrosynthesis dataset with 1.9M reactions from patents (1976-2016). (1) Given the product [Cl:22][C:17]1[CH:16]=[C:15]([NH:14][C:5]2[C:4]3[C:9](=[CH:10][CH:11]=[C:2]([NH:1][CH2:31][C:27]4[NH:26][C:25]([CH2:23][CH3:24])=[N:29][C:28]=4[CH3:30])[CH:3]=3)[N:8]=[CH:7][C:6]=2[C:12]#[N:13])[CH:20]=[CH:19][C:18]=1[F:21], predict the reactants needed to synthesize it. The reactants are: [NH2:1][C:2]1[CH:3]=[C:4]2[C:9](=[CH:10][CH:11]=1)[N:8]=[CH:7][C:6]([C:12]#[N:13])=[C:5]2[NH:14][C:15]1[CH:20]=[CH:19][C:18]([F:21])=[C:17]([Cl:22])[CH:16]=1.[CH2:23]([C:25]1[NH:26][C:27]([CH:31]=O)=[C:28]([CH3:30])[N:29]=1)[CH3:24].[BH3-]C#N.[Na+]. (2) Given the product [N:12]1([C:2]2[CH:11]=[CH:10][C:9]3[C:4](=[CH:5][CH:6]=[CH:7][CH:8]=3)[N:3]=2)[CH2:17][CH2:16][NH:15][CH2:14][CH2:13]1, predict the reactants needed to synthesize it. The reactants are: Cl[C:2]1[CH:11]=[CH:10][C:9]2[C:4](=[CH:5][CH:6]=[CH:7][CH:8]=2)[N:3]=1.[NH:12]1[CH2:17][CH2:16][NH:15][CH2:14][CH2:13]1. (3) Given the product [F:16][C:7]1[CH:6]=[C:5]2[C:10]([CH:11]=[C:2]([C:21]3[CH:20]=[N:19][N:18]([CH3:17])[CH:22]=3)[CH:3]=[N:4]2)=[CH:9][C:8]=1[CH2:12][C:13]([OH:15])=[O:14], predict the reactants needed to synthesize it. The reactants are: Br[C:2]1[CH:3]=[N:4][C:5]2[C:10]([CH:11]=1)=[CH:9][C:8]([CH2:12][C:13]([OH:15])=[O:14])=[C:7]([F:16])[CH:6]=2.[CH3:17][N:18]1[CH:22]=[C:21](B2OC(C)(C)C(C)(C)O2)[CH:20]=[N:19]1.C(=O)([O-])[O-].[K+].[K+]. (4) Given the product [CH3:25][CH:26]1[NH:31][CH2:30][CH2:29][N:28]([CH2:22][C:17]2[CH:16]=[C:15]3[C:20]([CH:21]=[C:12]([C:10]4[N:11]=[C:7]([C:4]5[CH:5]=[CH:6][N:1]=[CH:2][CH:3]=5)[S:8][CH:9]=4)[C:13](=[O:24])[NH:14]3)=[CH:19][CH:18]=2)[CH2:27]1, predict the reactants needed to synthesize it. The reactants are: [N:1]1[CH:6]=[CH:5][C:4]([C:7]2[S:8][CH:9]=[C:10]([C:12]3[C:13](=[O:24])[NH:14][C:15]4[C:20]([CH:21]=3)=[CH:19][CH:18]=[C:17]([CH:22]=O)[CH:16]=4)[N:11]=2)=[CH:3][CH:2]=1.[CH3:25][CH:26]1[NH:31][CH2:30][CH2:29][NH:28][CH2:27]1. (5) Given the product [CH2:1]([C:3]1[CH:4]=[C:5]([C:12]([O:14][CH3:20])=[O:13])[CH:6]=[C:7]2[C:11]=1[NH:10][N:9]=[CH:8]2)[CH3:2], predict the reactants needed to synthesize it. The reactants are: [CH2:1]([C:3]1[CH:4]=[C:5]([C:12]([OH:14])=[O:13])[CH:6]=[C:7]2[C:11]=1[NH:10][N:9]=[CH:8]2)[CH3:2].OS(O)(=O)=O.[CH3:20]O. (6) Given the product [Cl:1][C:2]1[CH:3]=[CH:4][C:5]([C:25]#[N:26])=[C:6]([C:8]2[C:13]([O:14][CH3:15])=[CH:12][N:11]([CH:16]([CH2:20][CH2:21][O:22][CH3:23])[C:17]([NH:37][C:34]3[CH:35]=[CH:36][C:31]4[N:32]([C:28]([CH3:27])=[N:29][N:30]=4)[CH:33]=3)=[O:19])[C:10](=[O:24])[CH:9]=2)[CH:7]=1, predict the reactants needed to synthesize it. The reactants are: [Cl:1][C:2]1[CH:3]=[CH:4][C:5]([C:25]#[N:26])=[C:6]([C:8]2[C:13]([O:14][CH3:15])=[CH:12][N:11]([CH:16]([CH2:20][CH2:21][O:22][CH3:23])[C:17]([OH:19])=O)[C:10](=[O:24])[CH:9]=2)[CH:7]=1.[CH3:27][C:28]1[N:32]2[CH:33]=[C:34]([NH2:37])[CH:35]=[CH:36][C:31]2=[N:30][N:29]=1. (7) Given the product [O:1]1[C:5]2[CH:6]=[CH:7][CH:8]=[CH:9][C:4]=2[N:3]=[C:2]1[C:10]1[CH:11]=[N:12][N:13]([CH2:15][CH2:16][C@@:17]([CH3:27])([S:23]([CH3:26])(=[O:25])=[O:24])[C:18]([OH:20])=[O:19])[CH:14]=1, predict the reactants needed to synthesize it. The reactants are: [O:1]1[C:5]2[CH:6]=[CH:7][CH:8]=[CH:9][C:4]=2[N:3]=[C:2]1[C:10]1[CH:11]=[N:12][N:13]([CH2:15][CH2:16][C@@:17]([CH3:27])([S:23]([CH3:26])(=[O:25])=[O:24])[C:18]([O:20]CC)=[O:19])[CH:14]=1.[OH-].[Li+].Cl.